From a dataset of Forward reaction prediction with 1.9M reactions from USPTO patents (1976-2016). Predict the product of the given reaction. (1) Given the reactants Cl[C:2]([O:4][CH3:5])=[O:3].O1CCCC1.[NH2:11][C:12]1[C:13]([CH3:19])=[C:14]([Cl:18])[CH:15]=[CH:16][CH:17]=1, predict the reaction product. The product is: [Cl:18][C:14]1[CH:15]=[CH:16][CH:17]=[C:12]([NH:11][C:2]([O:4][CH3:5])=[O:3])[C:13]=1[CH3:19]. (2) Given the reactants [O:1]1[CH2:6][CH2:5][CH2:4][O:3][CH:2]1[C:7]1[CH:12]=[CH:11][C:10]([C:13]2[S:14][C:15]3[C:20]([N:21]=2)=[CH:19][CH:18]=[C:17]([Sn](C)(C)C)[N:16]=3)=[C:9]([F:26])[CH:8]=1.[O:27]1[CH2:32][CH2:31][CH:30]([C:33](Cl)=[O:34])[CH2:29][CH2:28]1, predict the reaction product. The product is: [O:1]1[CH2:6][CH2:5][CH2:4][O:3][CH:2]1[C:7]1[CH:12]=[CH:11][C:10]([C:13]2[S:14][C:15]3[C:20]([N:21]=2)=[CH:19][CH:18]=[C:17]([C:33]([CH:30]2[CH2:31][CH2:32][O:27][CH2:28][CH2:29]2)=[O:34])[N:16]=3)=[C:9]([F:26])[CH:8]=1.